This data is from Forward reaction prediction with 1.9M reactions from USPTO patents (1976-2016). The task is: Predict the product of the given reaction. (1) Given the reactants [CH3:1][NH:2][CH2:3][C:4]1[C:12]2[O:11][N:10]=[C:9]([CH2:13][CH2:14][CH:15]3[CH2:20][CH2:19][N:18]([C:21]4[N:22]=[N:23][CH:24]=[CH:25][CH:26]=4)[CH2:17][CH2:16]3)[C:8]=2[CH:7]=[CH:6][C:5]=1[O:27][CH2:28][CH:29]1[CH2:31][CH2:30]1.C=O.[C:34](O[BH-](OC(=O)C)OC(=O)C)(=O)C.[Na+].[Cl-].[Na+].[OH-].[Na+], predict the reaction product. The product is: [CH3:1][N:2]([CH2:3][C:4]1[C:12]2[O:11][N:10]=[C:9]([CH2:13][CH2:14][CH:15]3[CH2:16][CH2:17][N:18]([C:21]4[N:22]=[N:23][CH:24]=[CH:25][CH:26]=4)[CH2:19][CH2:20]3)[C:8]=2[CH:7]=[CH:6][C:5]=1[O:27][CH2:28][CH:29]1[CH2:31][CH2:30]1)[CH3:34]. (2) Given the reactants [OH:1][C:2]1[CH:7]=[CH:6][C:5]([CH2:8][C:9](=[O:11])[CH3:10])=[CH:4][CH:3]=1.[Br:12][CH2:13][CH2:14][CH2:15]Br.C(=O)([O-])[O-].[K+].[K+], predict the reaction product. The product is: [Br:12][CH2:13][CH2:14][CH2:15][O:1][C:2]1[CH:3]=[CH:4][C:5]([CH2:8][C:9](=[O:11])[CH3:10])=[CH:6][CH:7]=1. (3) The product is: [Br:3][C:4]1[C:12]2[C:7](=[N:8][CH:9]=[C:10]([Cl:13])[CH:11]=2)[N:6]([S:14]([C:17]2[CH:23]=[CH:22][C:20]([CH3:21])=[CH:19][CH:18]=2)(=[O:16])=[O:15])[CH:5]=1. Given the reactants [H-].[Na+].[Br:3][C:4]1[C:12]2[C:7](=[N:8][CH:9]=[C:10]([Cl:13])[CH:11]=2)[NH:6][CH:5]=1.[S:14](Cl)([C:17]1[CH:23]=[CH:22][C:20]([CH3:21])=[CH:19][CH:18]=1)(=[O:16])=[O:15].O, predict the reaction product.